The task is: Predict which catalyst facilitates the given reaction.. This data is from Catalyst prediction with 721,799 reactions and 888 catalyst types from USPTO. Reactant: [F:1][C:2]1[CH:8]=[CH:7][CH:6]=[CH:5][C:3]=1[NH2:4].[C:9](O[C:9]([O:11][C:12]([CH3:15])([CH3:14])[CH3:13])=[O:10])([O:11][C:12]([CH3:15])([CH3:14])[CH3:13])=[O:10]. Product: [F:1][C:2]1[CH:8]=[CH:7][CH:6]=[CH:5][C:3]=1[NH:4][C:9](=[O:10])[O:11][C:12]([CH3:15])([CH3:14])[CH3:13]. The catalyst class is: 7.